This data is from Full USPTO retrosynthesis dataset with 1.9M reactions from patents (1976-2016). The task is: Predict the reactants needed to synthesize the given product. (1) Given the product [Cl:22][C:23]1[N:24]=[CH:25][C:26]([CH2:29][O:8][C:6]2[CH:5]=[CH:4][C:3]([C:9]([N:11]3[CH2:15][CH2:14][CH2:13][C@H:12]3[CH2:16][N:17]3[CH2:21][CH2:20][CH2:19][CH2:18]3)=[O:10])=[C:2]([F:1])[CH:7]=2)=[CH:27][CH:28]=1, predict the reactants needed to synthesize it. The reactants are: [F:1][C:2]1[CH:7]=[C:6]([OH:8])[CH:5]=[CH:4][C:3]=1[C:9]([N:11]1[CH2:15][CH2:14][CH2:13][C@H:12]1[CH2:16][N:17]1[CH2:21][CH2:20][CH2:19][CH2:18]1)=[O:10].[Cl:22][C:23]1[CH:28]=[CH:27][C:26]([CH2:29]Cl)=[CH:25][N:24]=1. (2) Given the product [O:1]1[CH:5]=[CH:4][CH:3]=[C:2]1[C:6]1[N:11]=[CH:12][C:13]([OH:14])=[N:15][CH:7]=1, predict the reactants needed to synthesize it. The reactants are: [O:1]1[CH:5]=[CH:4][CH:3]=[C:2]1[C:6](=O)[CH:7]=O.Cl.[NH2:11][CH2:12][C:13]([NH2:15])=[O:14].[OH-].[Na+]. (3) Given the product [O:1]1[C:5]2[CH:6]=[CH:7][C:8]([C:10]3[CH:11]=[N:12][C:13]4[C:18]([C:19]=3[O:38][CH3:37])=[CH:17][C:16]([S:21][C:22]3[N:26]5[CH:27]=[C:28]([C:31]6[CH:32]=[N:33][N:34]([CH3:36])[CH:35]=6)[CH:29]=[CH:30][C:25]5=[N:24][N:23]=3)=[CH:15][CH:14]=4)=[CH:9][C:4]=2[O:3][CH2:2]1, predict the reactants needed to synthesize it. The reactants are: [O:1]1[C:5]2[CH:6]=[CH:7][C:8]([C:10]3[CH:11]=[N:12][C:13]4[C:18]([C:19]=3Cl)=[CH:17][C:16]([S:21][C:22]3[N:26]5[CH:27]=[C:28]([C:31]6[CH:32]=[N:33][N:34]([CH3:36])[CH:35]=6)[CH:29]=[CH:30][C:25]5=[N:24][N:23]=3)=[CH:15][CH:14]=4)=[CH:9][C:4]=2[O:3][CH2:2]1.[CH3:37][O-:38].[Na+]. (4) Given the product [F:1][C:2]1[CH:3]=[C:4]2[N:10]([C:11]3[N:16]=[C:15]4[NH:17][C:32](=[O:33])[NH:18][C:14]4=[CH:13][CH:12]=3)[N:9]=[C:8]([CH2:19][C:20]3[CH:25]=[CH:24][CH:23]=[CH:22][C:21]=3[F:26])[C:5]2=[N:6][CH:7]=1, predict the reactants needed to synthesize it. The reactants are: [F:1][C:2]1[CH:3]=[C:4]2[N:10]([C:11]3[N:16]=[C:15]([NH2:17])[C:14]([NH2:18])=[CH:13][CH:12]=3)[N:9]=[C:8]([CH2:19][C:20]3[CH:25]=[CH:24][CH:23]=[CH:22][C:21]=3[F:26])[C:5]2=[N:6][CH:7]=1.C1N=CN([C:32](N2C=NC=C2)=[O:33])C=1.C(N(CC)CC)C. (5) Given the product [CH:5]1([CH2:6][N:7]2[C:11](=[O:12])[N:10]([C:13]3[S:14][C:15]([C:19]([NH2:28])=[O:21])=[C:16]([CH3:18])[N:17]=3)[CH:9]=[N:8]2)[CH2:22][CH2:23]1, predict the reactants needed to synthesize it. The reactants are: FC1[CH:23]=[CH:22][C:5]([CH2:6][N:7]2[C:11](=[O:12])[N:10]([C:13]3[S:14][C:15]([C:19]([OH:21])=O)=[C:16]([CH3:18])[N:17]=3)[CH:9]=[N:8]2)=CC=1.C1(C[N:28]2C(=O)N(C3SC(C(O)=O)=C(C)N=3)C=N2)CC1. (6) Given the product [F:6][C:5]([F:8])([F:7])[C:4]1[NH:14][N:13]=[C:2]([NH2:1])[CH:3]=1, predict the reactants needed to synthesize it. The reactants are: [NH2:1]/[C:2](/OCC)=[CH:3]\[C:4](=O)[C:5]([F:8])([F:7])[F:6].[NH2:13][NH2:14].